Dataset: Peptide-MHC class II binding affinity with 134,281 pairs from IEDB. Task: Regression. Given a peptide amino acid sequence and an MHC pseudo amino acid sequence, predict their binding affinity value. This is MHC class II binding data. (1) The peptide sequence is EDPEDSALLEDP. The MHC is HLA-DQA10501-DQB10301 with pseudo-sequence HLA-DQA10501-DQB10301. The binding affinity (normalized) is 0. (2) The peptide sequence is YYQSGLSIVMPVGGQSSFYS. The MHC is DRB1_0301 with pseudo-sequence DRB1_0301. The binding affinity (normalized) is 0. (3) The peptide sequence is KIGIGVLLTWIGLNS. The MHC is DRB1_0101 with pseudo-sequence DRB1_0101. The binding affinity (normalized) is 0.265. (4) The binding affinity (normalized) is 0.531. The peptide sequence is WLACGVDNFCVKVLAK. The MHC is DRB1_0404 with pseudo-sequence DRB1_0404. (5) The peptide sequence is QDAYNAAGGHNAVFNFPPNG. The MHC is DRB1_0301 with pseudo-sequence DRB1_0301. The binding affinity (normalized) is 0. (6) The peptide sequence is APYVAWMRATAIQAE. The MHC is HLA-DQA10301-DQB10302 with pseudo-sequence HLA-DQA10301-DQB10302. The binding affinity (normalized) is 0.222. (7) The peptide sequence is LIEKINAGFKAAVAA. The MHC is DRB3_0202 with pseudo-sequence DRB3_0202. The binding affinity (normalized) is 0.553. (8) The MHC is DRB1_1302 with pseudo-sequence DRB1_1302. The peptide sequence is QTLTILIRTGLLVIS. The binding affinity (normalized) is 0.580. (9) The peptide sequence is SQDLELSWNLNGQQAY. The MHC is HLA-DQA10301-DQB10302 with pseudo-sequence HLA-DQA10301-DQB10302. The binding affinity (normalized) is 0.304.